This data is from NCI-60 drug combinations with 297,098 pairs across 59 cell lines. The task is: Regression. Given two drug SMILES strings and cell line genomic features, predict the synergy score measuring deviation from expected non-interaction effect. (1) Drug 1: CN(C)N=NC1=C(NC=N1)C(=O)N. Drug 2: C1=CC(=CC=C1C#N)C(C2=CC=C(C=C2)C#N)N3C=NC=N3. Cell line: SN12C. Synergy scores: CSS=-5.32, Synergy_ZIP=0.474, Synergy_Bliss=-3.41, Synergy_Loewe=-6.44, Synergy_HSA=-6.03. (2) Drug 1: C1=NC(=NC(=O)N1C2C(C(C(O2)CO)O)O)N. Drug 2: CC12CCC3C(C1CCC2OP(=O)(O)O)CCC4=C3C=CC(=C4)OC(=O)N(CCCl)CCCl.[Na+]. Cell line: M14. Synergy scores: CSS=36.9, Synergy_ZIP=-8.88, Synergy_Bliss=-4.75, Synergy_Loewe=-1.03, Synergy_HSA=-0.598. (3) Drug 1: C1CCC(C1)C(CC#N)N2C=C(C=N2)C3=C4C=CNC4=NC=N3. Drug 2: CC1=C(N=C(N=C1N)C(CC(=O)N)NCC(C(=O)N)N)C(=O)NC(C(C2=CN=CN2)OC3C(C(C(C(O3)CO)O)O)OC4C(C(C(C(O4)CO)O)OC(=O)N)O)C(=O)NC(C)C(C(C)C(=O)NC(C(C)O)C(=O)NCCC5=NC(=CS5)C6=NC(=CS6)C(=O)NCCC[S+](C)C)O. Cell line: MDA-MB-435. Synergy scores: CSS=-6.17, Synergy_ZIP=3.05, Synergy_Bliss=0.868, Synergy_Loewe=-6.65, Synergy_HSA=-5.22.